From a dataset of NCI-60 drug combinations with 297,098 pairs across 59 cell lines. Regression. Given two drug SMILES strings and cell line genomic features, predict the synergy score measuring deviation from expected non-interaction effect. (1) Drug 1: CNC(=O)C1=CC=CC=C1SC2=CC3=C(C=C2)C(=NN3)C=CC4=CC=CC=N4. Synergy scores: CSS=-3.08, Synergy_ZIP=-0.639, Synergy_Bliss=-5.71, Synergy_Loewe=-11.0, Synergy_HSA=-8.29. Cell line: SW-620. Drug 2: COC1=NC(=NC2=C1N=CN2C3C(C(C(O3)CO)O)O)N. (2) Drug 1: CC12CCC3C(C1CCC2O)C(CC4=C3C=CC(=C4)O)CCCCCCCCCS(=O)CCCC(C(F)(F)F)(F)F. Drug 2: CCN(CC)CCCC(C)NC1=C2C=C(C=CC2=NC3=C1C=CC(=C3)Cl)OC. Cell line: RPMI-8226. Synergy scores: CSS=5.00, Synergy_ZIP=-5.56, Synergy_Bliss=-1.09, Synergy_Loewe=-3.78, Synergy_HSA=-0.991. (3) Drug 1: CN(C)N=NC1=C(NC=N1)C(=O)N. Drug 2: CCC1(CC2CC(C3=C(CCN(C2)C1)C4=CC=CC=C4N3)(C5=C(C=C6C(=C5)C78CCN9C7C(C=CC9)(C(C(C8N6C)(C(=O)OC)O)OC(=O)C)CC)OC)C(=O)OC)O.OS(=O)(=O)O. Cell line: SNB-19. Synergy scores: CSS=26.9, Synergy_ZIP=-4.68, Synergy_Bliss=-6.76, Synergy_Loewe=-52.3, Synergy_HSA=-8.05. (4) Drug 1: C1=CC(=CC=C1CCC2=CNC3=C2C(=O)NC(=N3)N)C(=O)NC(CCC(=O)O)C(=O)O. Drug 2: CCCCC(=O)OCC(=O)C1(CC(C2=C(C1)C(=C3C(=C2O)C(=O)C4=C(C3=O)C=CC=C4OC)O)OC5CC(C(C(O5)C)O)NC(=O)C(F)(F)F)O. Cell line: HCT116. Synergy scores: CSS=24.8, Synergy_ZIP=1.62, Synergy_Bliss=-5.43, Synergy_Loewe=-5.83, Synergy_HSA=-4.35. (5) Synergy scores: CSS=-0.784, Synergy_ZIP=1.11, Synergy_Bliss=1.01, Synergy_Loewe=-2.42, Synergy_HSA=-1.99. Cell line: SF-268. Drug 1: CC(C1=C(C=CC(=C1Cl)F)Cl)OC2=C(N=CC(=C2)C3=CN(N=C3)C4CCNCC4)N. Drug 2: C(CCl)NC(=O)N(CCCl)N=O.